From a dataset of Forward reaction prediction with 1.9M reactions from USPTO patents (1976-2016). Predict the product of the given reaction. (1) Given the reactants [CH2:1]([O:8][C:9]1[CH:14]=[C:13]([Br:15])[CH:12]=[CH:11][C:10]=1[OH:16])[C:2]1[CH:7]=[CH:6][CH:5]=[CH:4][CH:3]=1.C(N(CC)CC)C.[C:24]([Si:28](Cl)([CH3:30])[CH3:29])([CH3:27])([CH3:26])[CH3:25], predict the reaction product. The product is: [CH2:1]([O:8][C:9]1[CH:14]=[C:13]([Br:15])[CH:12]=[CH:11][C:10]=1[O:16][Si:28]([C:24]([CH3:27])([CH3:26])[CH3:25])([CH3:30])[CH3:29])[C:2]1[CH:3]=[CH:4][CH:5]=[CH:6][CH:7]=1. (2) Given the reactants [CH2:1]([C:3]1[C:12]2[C:7](=[CH:8][C:9]([O:15][CH3:16])=[C:10]([O:13][CH3:14])[CH:11]=2)[CH:6]=[C:5]([OH:17])[N:4]=1)[CH3:2].[OH-].[K+].Cl[CH2:21][C:22]1[CH:34]=[CH:33][C:25]2[O:26][C:27]3[CH:32]=[CH:31][CH:30]=[CH:29][C:28]=3[C:24]=2[CH:23]=1, predict the reaction product. The product is: [CH:23]1[C:24]2[C:28]3[CH:29]=[CH:30][CH:31]=[CH:32][C:27]=3[O:26][C:25]=2[CH:33]=[CH:34][C:22]=1[CH2:21][C:6]1[C:7]2[C:12](=[CH:11][C:10]([O:13][CH3:14])=[C:9]([O:15][CH3:16])[CH:8]=2)[C:3]([CH2:1][CH3:2])=[N:4][C:5]=1[OH:17].